Dataset: Full USPTO retrosynthesis dataset with 1.9M reactions from patents (1976-2016). Task: Predict the reactants needed to synthesize the given product. Given the product [C:21]1([C:18]2[O:17][C:16]([C:4]3[C:5]([NH:8][C:9](=[O:15])[O:10][C:11]([CH3:14])([CH3:13])[CH3:12])=[N:6][CH:7]=[C:2]([N:27]4[CH2:32][CH2:31][NH:30][CH2:29][CH2:28]4)[N:3]=3)=[N:20][N:19]=2)[CH:26]=[CH:25][CH:24]=[CH:23][CH:22]=1, predict the reactants needed to synthesize it. The reactants are: Br[C:2]1[N:3]=[C:4]([C:16]2[O:17][C:18]([C:21]3[CH:26]=[CH:25][CH:24]=[CH:23][CH:22]=3)=[N:19][N:20]=2)[C:5]([NH:8][C:9](=[O:15])[O:10][C:11]([CH3:14])([CH3:13])[CH3:12])=[N:6][CH:7]=1.[NH:27]1[CH2:32][CH2:31][NH:30][CH2:29][CH2:28]1.